From a dataset of NCI-60 drug combinations with 297,098 pairs across 59 cell lines. Regression. Given two drug SMILES strings and cell line genomic features, predict the synergy score measuring deviation from expected non-interaction effect. (1) Drug 1: CC12CCC3C(C1CCC2=O)CC(=C)C4=CC(=O)C=CC34C. Drug 2: CC1C(C(CC(O1)OC2CC(OC(C2O)C)OC3=CC4=CC5=C(C(=O)C(C(C5)C(C(=O)C(C(C)O)O)OC)OC6CC(C(C(O6)C)O)OC7CC(C(C(O7)C)O)OC8CC(C(C(O8)C)O)(C)O)C(=C4C(=C3C)O)O)O)O. Cell line: MDA-MB-435. Synergy scores: CSS=42.5, Synergy_ZIP=2.72, Synergy_Bliss=-0.109, Synergy_Loewe=-77.1, Synergy_HSA=-1.66. (2) Drug 1: CC1=C(C=C(C=C1)NC(=O)C2=CC=C(C=C2)CN3CCN(CC3)C)NC4=NC=CC(=N4)C5=CN=CC=C5. Drug 2: COCCOC1=C(C=C2C(=C1)C(=NC=N2)NC3=CC=CC(=C3)C#C)OCCOC.Cl. Cell line: SF-268. Synergy scores: CSS=1.39, Synergy_ZIP=-0.490, Synergy_Bliss=-1.30, Synergy_Loewe=-1.79, Synergy_HSA=-2.49. (3) Drug 1: CN1CCC(CC1)COC2=C(C=C3C(=C2)N=CN=C3NC4=C(C=C(C=C4)Br)F)OC. Drug 2: CC1=C(C=C(C=C1)NC(=O)C2=CC=C(C=C2)CN3CCN(CC3)C)NC4=NC=CC(=N4)C5=CN=CC=C5. Cell line: SK-OV-3. Synergy scores: CSS=16.0, Synergy_ZIP=-5.55, Synergy_Bliss=3.49, Synergy_Loewe=-16.3, Synergy_HSA=0.665. (4) Drug 1: CC1OCC2C(O1)C(C(C(O2)OC3C4COC(=O)C4C(C5=CC6=C(C=C35)OCO6)C7=CC(=C(C(=C7)OC)O)OC)O)O. Drug 2: C1CCC(CC1)NC(=O)N(CCCl)N=O. Cell line: SR. Synergy scores: CSS=93.8, Synergy_ZIP=6.45, Synergy_Bliss=6.31, Synergy_Loewe=6.05, Synergy_HSA=8.85. (5) Drug 1: CC(C1=C(C=CC(=C1Cl)F)Cl)OC2=C(N=CC(=C2)C3=CN(N=C3)C4CCNCC4)N. Drug 2: CCC(=C(C1=CC=CC=C1)C2=CC=C(C=C2)OCCN(C)C)C3=CC=CC=C3.C(C(=O)O)C(CC(=O)O)(C(=O)O)O. Cell line: BT-549. Synergy scores: CSS=-0.960, Synergy_ZIP=2.43, Synergy_Bliss=4.64, Synergy_Loewe=-0.158, Synergy_HSA=0.372.